From a dataset of Forward reaction prediction with 1.9M reactions from USPTO patents (1976-2016). Predict the product of the given reaction. Given the reactants [C:1]1(=[O:7])[O:6][C:4](=[O:5])[CH2:3][CH2:2]1.[C:8]([O:12][C:13]([N:15]1[CH2:20][CH2:19][CH:18]([CH:21]2[CH2:26][CH2:25][NH:24][CH2:23][CH2:22]2)[CH2:17][CH2:16]1)=[O:14])([CH3:11])([CH3:10])[CH3:9].C([O-])([O-])=O.[K+].[K+], predict the reaction product. The product is: [C:4]([CH2:3][CH2:2][C:1]([N:24]1[CH2:23][CH2:22][CH:21]([CH:18]2[CH2:17][CH2:16][N:15]([C:13]([O:12][C:8]([CH3:11])([CH3:10])[CH3:9])=[O:14])[CH2:20][CH2:19]2)[CH2:26][CH2:25]1)=[O:7])([OH:6])=[O:5].